From a dataset of Reaction yield outcomes from USPTO patents with 853,638 reactions. Predict the reaction yield, written as a fraction of the theoretical maximum amount of product (1.0 means a 100% yield; for example, 0.34 means a 34% yield). The reactants are [Br:1][C:2]1[CH:3]=[CH:4][C:5]([N+:23]([O-])=O)=[C:6]([C:8](=[C:14]([C:16]2[CH:21]=[CH:20][C:19]([F:22])=[CH:18][CH:17]=2)O)[C:9]([O:11][CH2:12][CH3:13])=[O:10])[CH:7]=1.CC(O)=O. The catalyst is CCO.CCOC(C)=O.[Fe]. The product is [Br:1][C:2]1[CH:7]=[C:6]2[C:5](=[CH:4][CH:3]=1)[NH:23][C:14]([C:16]1[CH:21]=[CH:20][C:19]([F:22])=[CH:18][CH:17]=1)=[C:8]2[C:9]([O:11][CH2:12][CH3:13])=[O:10]. The yield is 0.380.